Dataset: Peptide-MHC class I binding affinity with 185,985 pairs from IEDB/IMGT. Task: Regression. Given a peptide amino acid sequence and an MHC pseudo amino acid sequence, predict their binding affinity value. This is MHC class I binding data. (1) The peptide sequence is LLLLGLLLL. The MHC is HLA-A02:02 with pseudo-sequence HLA-A02:02. The binding affinity (normalized) is 0.223. (2) The peptide sequence is CAVIPFDDIV. The MHC is HLA-A02:01 with pseudo-sequence HLA-A02:01. The binding affinity (normalized) is 0.354. (3) The peptide sequence is VLARWGTFKK. The MHC is HLA-A03:01 with pseudo-sequence HLA-A03:01. The binding affinity (normalized) is 0.731. (4) The peptide sequence is SRMASVALAF. The MHC is HLA-B35:01 with pseudo-sequence HLA-B35:01. The binding affinity (normalized) is 0.162. (5) The peptide sequence is KLWASFFQG. The MHC is HLA-B57:01 with pseudo-sequence HLA-B57:01. The binding affinity (normalized) is 0.0847. (6) The peptide sequence is MSAAIKDQK. The MHC is HLA-A11:01 with pseudo-sequence HLA-A11:01. The binding affinity (normalized) is 0.429.